This data is from Experimentally validated miRNA-target interactions with 360,000+ pairs, plus equal number of negative samples. The task is: Binary Classification. Given a miRNA mature sequence and a target amino acid sequence, predict their likelihood of interaction. Result: 1 (interaction). The protein sequence of the target gene is MALTDGGWCLPKRFGAAGADASDSRAFPAREPSTPPSPISSSSSSCSRGGERGPGGASNCGTPQLDTEAAAGPPARSLLLSSYASHPFGAPHGPSAPGVAGPGGNLSSWEDLLLFTDLDQAATASKLLWSSRGAKLSPFAPEQPEEMYQTLAALSSQGPAAYDGAPGGFVHSAAAAAAAAAAASSPVYVPTTRVGSMLPGLPYHLQGSGSGPANHAGGAGAHPGWPQASADSPPYGSGGGAAGGGAAGPGGAGSAAAHVSARFPYSPSPPMANGAAREPGGYAAAGSGGAGGVSGGGSSL.... The miRNA is hsa-miR-5001-3p with sequence UUCUGCCUCUGUCCAGGUCCUU.